Dataset: Forward reaction prediction with 1.9M reactions from USPTO patents (1976-2016). Task: Predict the product of the given reaction. (1) The product is: [C:33]([N:1]1[CH2:6][CH2:5][CH2:4][CH:3]([NH:7][C:8]([C:10]2[C:14]3[N:15]=[CH:16][N:17]=[C:18]([C:19]4[C:27]5[O:26][CH2:25][O:24][C:23]=5[CH:22]=[CH:21][C:20]=4[O:28][CH2:29][CH2:30][CH2:31][CH3:32])[C:13]=3[NH:12][CH:11]=2)=[O:9])[CH2:2]1)(=[O:36])[CH2:34][CH3:35]. Given the reactants [NH:1]1[CH2:6][CH2:5][CH2:4][CH:3]([NH:7][C:8]([C:10]2[C:14]3[N:15]=[CH:16][N:17]=[C:18]([C:19]4[C:27]5[O:26][CH2:25][O:24][C:23]=5[CH:22]=[CH:21][C:20]=4[O:28][CH2:29][CH2:30][CH2:31][CH3:32])[C:13]=3[NH:12][CH:11]=2)=[O:9])[CH2:2]1.[C:33](Cl)(=[O:36])[CH2:34][CH3:35], predict the reaction product. (2) Given the reactants [S:1]1[CH:5]=[CH:4][CH:3]=[C:2]1[S:6](Cl)(=[O:8])=[O:7].[NH2:10][C:11]1[CH:16]=[CH:15][C:14]([CH2:17][CH2:18][N:19]2[C:28]3[CH2:27][CH2:26][CH2:25][CH2:24][C:23]=3[C:22](=[O:29])[NH:21][C:20]2=[O:30])=[CH:13][CH:12]=1.O.Cl, predict the reaction product. The product is: [O:30]=[C:20]1[NH:21][C:22](=[O:29])[C:23]2[CH2:24][CH2:25][CH2:26][CH2:27][C:28]=2[N:19]1[CH2:18][CH2:17][C:14]1[CH:15]=[CH:16][C:11]([NH:10][S:6]([C:2]2[S:1][CH:5]=[CH:4][CH:3]=2)(=[O:8])=[O:7])=[CH:12][CH:13]=1. (3) The product is: [CH3:1][S:2]([N:8]1[C:9]2[CH:14]=[CH:13][CH:12]=[CH:11][C:10]=2[N:6]=[C:7]1[C:15]1[C:16]([CH3:33])=[N:17][N:18]2[C:23]3[N:24]([CH:27]([CH2:28][CH3:29])[CH2:30][CH3:31])[CH2:25][CH2:26][C:22]=3[C:21]([CH3:32])=[N:20][C:19]=12)(=[O:4])=[O:3]. Given the reactants [CH3:1][S:2](Cl)(=[O:4])=[O:3].[NH:6]1[C:10]2[CH:11]=[CH:12][CH:13]=[CH:14][C:9]=2[N:8]=[C:7]1[C:15]1[C:16]([CH3:33])=[N:17][N:18]2[C:23]3[N:24]([CH:27]([CH2:30][CH3:31])[CH2:28][CH3:29])[CH2:25][CH2:26][C:22]=3[C:21]([CH3:32])=[N:20][C:19]=12.O, predict the reaction product. (4) Given the reactants [O:1]=[C:2]1[O:7][CH2:6][C:5]2[CH:8]=[CH:9][CH:10]=[CH:11][C:4]=2[N:3]1[CH:12]1[CH2:17][CH2:16][N:15]([C:18]2[CH:30]=[CH:29][C:21]([C:22](OC(C)(C)C)=[O:23])=[CH:20][CH:19]=2)[CH2:14][CH2:13]1, predict the reaction product. The product is: [CH3:5][CH:4]([NH:3][C:22](=[O:23])[C:21]1[CH:29]=[CH:30][C:18]([N:15]2[CH2:14][CH2:13][CH:12]([N:3]3[C:4]4[CH:11]=[CH:10][CH:9]=[CH:8][C:5]=4[CH2:6][O:7][C:2]3=[O:1])[CH2:17][CH2:16]2)=[CH:19][CH:20]=1)[CH3:11]. (5) Given the reactants Br[C:2]1[CH:7]=[C:6]([CH3:8])[CH:5]=[CH:4][C:3]=1[C:9]([O:14]COC)([CH2:12][F:13])[CH2:10][F:11].[Li]CCCC.[B:23](OC(C)C)(OC(C)C)[O:24]C(C)C, predict the reaction product. The product is: [F:11][CH2:10][C:9]1([CH2:12][F:13])[O:14][B:23]([OH:24])[C:2]2[CH:7]=[C:6]([CH3:8])[CH:5]=[CH:4][C:3]1=2. (6) Given the reactants C[Al](C)C.[C:5]([C:7]([C:10]1[CH:19]=[CH:18][C:13]([C:14]([O:16]C)=O)=[CH:12][CH:11]=1)([CH3:9])[CH3:8])#[N:6].[CH3:20][CH:21]([CH3:44])[CH:22]([NH:27][C:28]([C:30]1[S:31][C:32]([C:35]2[CH:40]=[CH:39][C:38]([N+:41]([O-])=O)=[CH:37][CH:36]=2)=[CH:33][N:34]=1)=[O:29])[C:23]([O:25][CH3:26])=[O:24].[Cl-].[NH4+], predict the reaction product. The product is: [C:5]([C:7]([C:10]1[CH:11]=[CH:12][C:13]([C:14]([NH:41][C:38]2[CH:39]=[CH:40][C:35]([C:32]3[S:31][C:30]([C:28]([NH:27][CH:22]([CH:21]([CH3:44])[CH3:20])[C:23]([O:25][CH3:26])=[O:24])=[O:29])=[N:34][CH:33]=3)=[CH:36][CH:37]=2)=[O:16])=[CH:18][CH:19]=1)([CH3:8])[CH3:9])#[N:6]. (7) Given the reactants [CH3:1][C:2]1[N:6]=[C:5]([C:7]2[C:8]3[CH2:16][CH2:15][CH2:14][CH2:13][C:9]=3[S:10][C:11]=2[NH2:12])[O:4][N:3]=1.CCN(C(C)C)C(C)C.[C:26]1(=O)[O:31][C:29](=[O:30])[C:28]2[CH2:32][CH2:33][CH2:34][CH2:35][C:27]1=2, predict the reaction product. The product is: [CH3:1][C:2]1[N:6]=[C:5]([C:7]2[C:8]3[CH2:16][CH2:15][CH2:14][CH2:13][C:9]=3[S:10][C:11]=2[N:12]2[C:29](=[O:30])[C:28]3[CH2:32][CH2:33][CH2:34][CH2:35][C:27]=3[C:26]2=[O:31])[O:4][N:3]=1.